This data is from Reaction yield outcomes from USPTO patents with 853,638 reactions. The task is: Predict the reaction yield, written as a fraction of the theoretical maximum amount of product (1.0 means a 100% yield; for example, 0.34 means a 34% yield). (1) The reactants are [F:1][C:2]1[CH:3]=[C:4]([NH:23]C(=O)C)[CH:5]=[CH:6][C:7]=1[O:8][C:9]1[CH:14]=[CH:13][N:12]=[C:11]([NH:15][C:16]2[CH:21]=[CH:20][C:19]([F:22])=[CH:18][CH:17]=2)[N:10]=1.Cl.CO. The catalyst is CCOC(C)=O. The product is [NH2:23][C:4]1[CH:5]=[CH:6][C:7]([O:8][C:9]2[CH:14]=[CH:13][N:12]=[C:11]([NH:15][C:16]3[CH:17]=[CH:18][C:19]([F:22])=[CH:20][CH:21]=3)[N:10]=2)=[C:2]([F:1])[CH:3]=1. The yield is 0.460. (2) The reactants are [N+:1]([C:4]1[CH:12]=[C:11]([C:13]([F:16])([F:15])[F:14])[CH:10]=[CH:9][C:5]=1[C:6]([OH:8])=[O:7])([O-])=O. The catalyst is CO.[Pd]. The product is [NH2:1][C:4]1[CH:12]=[C:11]([C:13]([F:14])([F:15])[F:16])[CH:10]=[CH:9][C:5]=1[C:6]([OH:8])=[O:7]. The yield is 1.00. (3) The reactants are [Zn](CC)[CH2:2]C.COCCOC.C(I)I.[Si:15]([O:32][CH2:33][CH2:34]/[CH:35]=[CH:36]/[C@@H:37]([NH:42][C:43](=[O:52])[O:44][CH2:45][C:46]1[CH:51]=[CH:50][CH:49]=[CH:48][CH:47]=1)[CH2:38][CH:39]([CH3:41])[CH3:40])([C:28]([CH3:31])([CH3:30])[CH3:29])([C:22]1[CH:27]=[CH:26][CH:25]=[CH:24][CH:23]=1)[C:16]1[CH:21]=[CH:20][CH:19]=[CH:18][CH:17]=1. The catalyst is C(Cl)Cl. The product is [Si:15]([O:32][CH2:33][CH2:34][CH:35]1[CH2:2][CH:36]1[C@@H:37]([NH:42][C:43](=[O:52])[O:44][CH2:45][C:46]1[CH:47]=[CH:48][CH:49]=[CH:50][CH:51]=1)[CH2:38][CH:39]([CH3:41])[CH3:40])([C:28]([CH3:31])([CH3:30])[CH3:29])([C:22]1[CH:27]=[CH:26][CH:25]=[CH:24][CH:23]=1)[C:16]1[CH:17]=[CH:18][CH:19]=[CH:20][CH:21]=1. The yield is 0.680. (4) The reactants are Br[C:2]1[N:6]([CH3:7])[N:5]=[C:4]([CH:8]2[CH2:13][CH2:12][N:11]([C:14]([O:16][C:17]([CH3:20])([CH3:19])[CH3:18])=[O:15])[CH2:10][CH2:9]2)[N:3]=1.[C:21]([C:25]1[O:29][C:28]([C:30]2[C:31]([NH2:40])=[N:32][CH:33]=[C:34]([Sn](C)(C)C)[N:35]=2)=[N:27][N:26]=1)([CH3:24])([CH3:23])[CH3:22].[Cl-].[Li+]. The catalyst is CC(C)CC(O)C.[Pd](Cl)Cl.C1(P(C2C=CC=CC=2)C2C=CC=CC=2)C=CC=CC=1.C1(P(C2C=CC=CC=2)C2C=CC=CC=2)C=CC=CC=1. The product is [NH2:40][C:31]1[N:32]=[CH:33][C:34]([C:2]2[N:6]([CH3:7])[N:5]=[C:4]([CH:8]3[CH2:13][CH2:12][N:11]([C:14]([O:16][C:17]([CH3:20])([CH3:19])[CH3:18])=[O:15])[CH2:10][CH2:9]3)[N:3]=2)=[N:35][C:30]=1[C:28]1[O:29][C:25]([C:21]([CH3:24])([CH3:23])[CH3:22])=[N:26][N:27]=1. The yield is 0.790. (5) The reactants are [CH2:1]([SH:5])[CH2:2][CH2:3][CH3:4].[N+]([C:9]1[CH:16]=[CH:15][CH:14]=[C:13]([N+:17]([O-:19])=[O:18])[C:10]=1[C:11]#[N:12])([O-])=O. No catalyst specified. The product is [N+:17]([C:13]1[CH:14]=[CH:15][CH:16]=[C:9]([S:5][CH2:1][CH2:2][CH2:3][CH3:4])[C:10]=1[C:11]#[N:12])([O-:19])=[O:18]. The yield is 0.900. (6) The reactants are [Br:1][C:2]1[CH:3]=[C:4]([S:9]([NH2:12])(=[O:11])=[O:10])[C:5]([OH:8])=[N:6][CH:7]=1.[CH3:13][Si](C=[N+]=[N-])(C)C. The catalyst is CO.C(Cl)Cl. The product is [Br:1][C:2]1[CH:3]=[C:4]([S:9]([NH2:12])(=[O:11])=[O:10])[C:5](=[O:8])[N:6]([CH3:13])[CH:7]=1.[Br:1][C:2]1[CH:3]=[C:4]([S:9]([NH2:12])(=[O:11])=[O:10])[C:5]([O:8][CH3:13])=[N:6][CH:7]=1. The yield is 0.530.